From a dataset of Full USPTO retrosynthesis dataset with 1.9M reactions from patents (1976-2016). Predict the reactants needed to synthesize the given product. (1) Given the product [Cl:12][C:13]1[CH:14]=[C:15]([C:20]2([C:35]([F:37])([F:36])[F:38])[O:24][N:23]=[C:22]([C:25]3[CH:33]=[CH:32][C:28]([C:29]([NH:6][N:7]4[CH:11]=[CH:10][CH:9]=[N:8]4)=[O:30])=[C:27]([CH3:34])[CH:26]=3)[CH2:21]2)[CH:16]=[C:17]([Cl:19])[CH:18]=1, predict the reactants needed to synthesize it. The reactants are: CN(C)C=O.[NH2:6][N:7]1[CH:11]=[CH:10][CH:9]=[N:8]1.[Cl:12][C:13]1[CH:14]=[C:15]([C:20]2([C:35]([F:38])([F:37])[F:36])[O:24][N:23]=[C:22]([C:25]3[CH:33]=[CH:32][C:28]([C:29](Cl)=[O:30])=[C:27]([CH3:34])[CH:26]=3)[CH2:21]2)[CH:16]=[C:17]([Cl:19])[CH:18]=1.C(OCC)(=O)C. (2) Given the product [CH3:44][N:26]([CH3:25])[C:27](=[C:29]1[C:37]2[C:32](=[CH:33][CH:34]=[C:35]([C:38]3[O:42][CH:41]=[N:40][CH:39]=3)[CH:36]=2)[NH:31][C:30]1=[O:43])[CH3:28].[O:42]1[C:38]([C:35]2[CH:36]=[C:37]3[C:32](=[CH:33][CH:34]=2)[NH:31][C:30](=[O:43])[C:29]3=[C:27]([NH:53][C:50]2[CH:49]=[CH:48][C:47]([S:45]([NH2:55])(=[O:54])=[O:46])=[CH:52][CH:51]=2)[CH3:28])=[CH:39][N:40]=[CH:41]1, predict the reactants needed to synthesize it. The reactants are: O1C(C2C=C3C(=CC=2)NC(=O)C3)=CN=C1.COC(OC)(N(C)C)C.[CH3:25][N:26]([CH3:44])[C:27](=[C:29]1[C:37]2[C:32](=[CH:33][CH:34]=[C:35]([C:38]3[O:42][CH:41]=[N:40][CH:39]=3)[CH:36]=2)[NH:31][C:30]1=[O:43])[CH3:28].[S:45]([NH2:55])(=[O:54])([C:47]1[CH:52]=[CH:51][C:50]([NH2:53])=[CH:49][CH:48]=1)=[O:46]. (3) Given the product [F:1][C:2]1[CH:9]=[C:8]([O:10][CH3:11])[C:7]([O:12][CH3:13])=[CH:6][C:3]=1[CH:4]([OH:5])[C:25]([O:27][CH3:28])=[O:26], predict the reactants needed to synthesize it. The reactants are: [F:1][C:2]1[CH:9]=[C:8]([O:10][CH3:11])[C:7]([O:12][CH3:13])=[CH:6][C:3]=1[CH:4]=[O:5].COC1C=C(C(O)[C:25]([O:27][CH3:28])=[O:26])C=CC=1OC.